From a dataset of Catalyst prediction with 721,799 reactions and 888 catalyst types from USPTO. Predict which catalyst facilitates the given reaction. (1) Reactant: FC(F)(F)C(O)=O.C([Si](C)(C)[O:13][C@@H:14]1[CH2:21][N:20]([CH2:22][CH2:23][CH2:24][N:25]([CH2:38][CH:39](OC)OC)[C:26](=[O:37])[CH2:27][NH:28][C:29]2[CH:34]=[CH:33][C:32]([Cl:35])=[C:31]([Cl:36])[CH:30]=2)[CH2:19][CH2:18][C:15]21[CH2:17][CH2:16]2)(C)(C)C.C([SiH](CC)CC)C. Product: [Cl:36][C:31]1[CH:30]=[C:29]([N:28]2[CH2:39][CH2:38][N:25]([CH2:24][CH2:23][CH2:22][N:20]3[CH2:19][CH2:18][C:15]4([CH2:17][CH2:16]4)[C@H:14]([OH:13])[CH2:21]3)[C:26](=[O:37])[CH2:27]2)[CH:34]=[CH:33][C:32]=1[Cl:35]. The catalyst class is: 2. (2) Reactant: Br[C:2]1[CH:16]=[CH:15][C:5]([CH2:6][N:7]2[CH:12]=[CH:11][C:10](=[O:13])[NH:9][C:8]2=[O:14])=[CH:4][CH:3]=1.CCN(CC)CC.[CH2:24]([OH:28])[CH2:25][C:26]#[CH:27].OCCC#CC1C=CC(CN2C=C(C)C(=O)NC2=O)=CC=1. Product: [OH:28][CH2:24][CH2:25][C:26]#[C:27][CH:6]([N:7]1[CH:12]=[CH:11][C:10](=[O:13])[NH:9][C:8]1=[O:14])[C:5]1[CH:15]=[CH:16][CH:2]=[CH:3][CH:4]=1. The catalyst class is: 532. (3) Reactant: [N:1]([C@H:4]1[CH2:7][C@H:6]([CH2:8][NH:9][C:10](=[O:16])[O:11][C:12]([CH3:15])([CH3:14])[CH3:13])[CH2:5]1)=[N+]=[N-].[H][H].N.CCOC(C)=O. Product: [NH2:1][C@H:4]1[CH2:7][C@H:6]([CH2:8][NH:9][C:10](=[O:16])[O:11][C:12]([CH3:14])([CH3:13])[CH3:15])[CH2:5]1. The catalyst class is: 19. (4) Reactant: [F:1][C:2]1[CH:3]=[CH:4][C:5]([O:20]C)=[C:6]([C:8]([CH3:19])([CH3:18])[CH2:9][C:10]([OH:17])([C:13]([F:16])([F:15])[F:14])[CH:11]=O)[CH:7]=1.[NH2:22][C:23]1[CH:32]=[CH:31][CH:30]=[C:29]2[C:24]=1[CH:25]=[CH:26][N:27]=[N:28]2.C(O)(=O)C.ClCCl. Product: [N:28]1[C:29]2[C:24](=[C:23]([N:22]=[CH:11][C:10]([C:13]([F:14])([F:15])[F:16])([OH:17])[CH2:9][C:8]([C:6]3[CH:7]=[C:2]([F:1])[CH:3]=[CH:4][C:5]=3[OH:20])([CH3:18])[CH3:19])[CH:32]=[CH:31][CH:30]=2)[CH:25]=[CH:26][N:27]=1. The catalyst class is: 701.